Dataset: Full USPTO retrosynthesis dataset with 1.9M reactions from patents (1976-2016). Task: Predict the reactants needed to synthesize the given product. (1) Given the product [OH:27][C:26]1[N:25]=[C:24]2[NH:29][N:30]=[CH:31][C:23]2=[CH:22][C:21]=1[NH:20][C:19]1[C:14]2[C:11]3[CH2:12][CH2:13][C@H:8]([C:6]([N:5]([CH2:4][CH2:3][O:2][CH3:1])[CH2:33][CH2:34][CH3:35])=[O:7])[CH2:9][C:10]=3[S:32][C:15]=2[N:16]=[CH:17][N:18]=1, predict the reactants needed to synthesize it. The reactants are: [CH3:1][O:2][CH2:3][CH2:4][N:5]([CH2:33][CH2:34][CH3:35])[C:6]([C@H:8]1[CH2:13][CH2:12][C:11]2[C:14]3[C:19]([NH:20][C:21]4[CH:22]=[C:23]5[CH:31]=[N:30][NH:29][C:24]5=[N:25][C:26]=4[O:27]C)=[N:18][CH:17]=[N:16][C:15]=3[S:32][C:10]=2[CH2:9]1)=[O:7].C(O)C.Cl. (2) Given the product [CH3:11][N:8]1[CH:9]=[CH:10][C:5]([CH2:4][CH2:3][NH:2][C:25](=[O:26])[C:24]2[CH:23]=[CH:22][C:21]([B:16]3[O:17][C:18]([CH3:19])([CH3:20])[C:14]([CH3:30])([CH3:13])[O:15]3)=[CH:29][CH:28]=2)=[CH:6][C:7]1=[O:12], predict the reactants needed to synthesize it. The reactants are: Cl.[NH2:2][CH2:3][CH2:4][C:5]1[CH:10]=[CH:9][N:8]([CH3:11])[C:7](=[O:12])[CH:6]=1.[CH3:13][C:14]1([CH3:30])[C:18]([CH3:20])([CH3:19])[O:17][B:16]([C:21]2[CH:29]=[CH:28][C:24]([C:25](O)=[O:26])=[CH:23][CH:22]=2)[O:15]1.CN(C(ON1N=NC2C=CC=NC1=2)=[N+](C)C)C.F[P-](F)(F)(F)(F)F.CCN(C(C)C)C(C)C. (3) Given the product [CH3:41][C:6]1[CH:7]=[CH:2][C:3]([NH:21][C:24]([C:25]2[CH:30]=[CH:29][C:28]([CH2:31][N:32]3[CH2:33][CH2:34][N:35]([CH3:38])[CH2:36][CH2:37]3)=[CH:27][CH:26]=2)=[O:23])=[CH:4][C:5]=1[NH:8][C:9]1[N:10]=[CH:11][CH:12]=[C:13]([C:15]2[CH:20]=[CH:19][CH:18]=[N:17][CH:16]=2)[N:14]=1, predict the reactants needed to synthesize it. The reactants are: C[C:2]1[CH:7]=[CH:6][C:5]([NH:8][C:9]2[N:14]=[C:13]([C:15]3[CH:16]=[N:17][CH:18]=[CH:19][CH:20]=3)[CH:12]=[CH:11][N:10]=2)=[CH:4][C:3]=1[NH2:21].C[O:23][C:24](=O)[C:25]1[CH:30]=[CH:29][C:28]([CH2:31][N:32]2[CH2:37][CH2:36][N:35]([CH3:38])[CH2:34][CH2:33]2)=[CH:27][CH:26]=1.[O-][CH2:41]C.[Na+].